Dataset: Forward reaction prediction with 1.9M reactions from USPTO patents (1976-2016). Task: Predict the product of the given reaction. (1) Given the reactants [CH2:1]([N:8]1[C:20](=[O:21])[C:19]2[S:18][C:17]3[N:16]=[CH:15][CH:14]=[CH:13][C:12]=3[C:11]=2[N:10]=[C:9]1[CH2:22][CH:23]([CH3:25])[CH3:24])[C:2]1[CH:7]=[CH:6][CH:5]=[CH:4][CH:3]=1.C([O-])(=O)C.[Na+].[Br:31]Br.O, predict the reaction product. The product is: [CH2:1]([N:8]1[C:20](=[O:21])[C:19]2[S:18][C:17]3[N:16]=[CH:15][CH:14]=[CH:13][C:12]=3[C:11]=2[N:10]=[C:9]1[CH:22]([Br:31])[CH:23]([CH3:25])[CH3:24])[C:2]1[CH:3]=[CH:4][CH:5]=[CH:6][CH:7]=1. (2) The product is: [O:27]1[CH2:28][CH2:29][C:24]([C:16]2([C:19]([O:21][CH2:22][CH3:23])=[O:20])[CH2:15][CH2:14][NH:13][CH2:18][CH2:17]2)=[CH:25][CH2:26]1. Given the reactants CS(O)(=O)=O.C([N:13]1[CH2:18][CH2:17][C:16]([C:24]2(O)[CH2:29][CH2:28][O:27][CH2:26][CH2:25]2)([C:19]([O:21][CH2:22][CH3:23])=[O:20])[CH2:15][CH2:14]1)(OC(C)(C)C)=O.O.[OH-].[Na+], predict the reaction product. (3) Given the reactants [F:1][C:2]([F:20])([C:8]1[CH:13]=[CH:12][C:11]([O:14][C:15]([F:18])([F:17])[F:16])=[CH:10][C:9]=1[F:19])[C:3]([O:5]CC)=[O:4].O1CCCC1.CO.O.[OH-].[Li+], predict the reaction product. The product is: [F:20][C:2]([F:1])([C:8]1[CH:13]=[CH:12][C:11]([O:14][C:15]([F:16])([F:17])[F:18])=[CH:10][C:9]=1[F:19])[C:3]([OH:5])=[O:4].